Dataset: Reaction yield outcomes from USPTO patents with 853,638 reactions. Task: Predict the reaction yield, written as a fraction of the theoretical maximum amount of product (1.0 means a 100% yield; for example, 0.34 means a 34% yield). The product is [Cl:1][C:2]1[CH:3]=[C:4]([CH:7]=[C:8]([O:12][CH3:11])[CH:9]=1)[C:5]#[N:6]. The catalyst is CN(C=O)C. The yield is 0.720. The reactants are [Cl:1][C:2]1[CH:3]=[C:4]([CH:7]=[C:8](Cl)[CH:9]=1)[C:5]#[N:6].[CH3:11][O-:12].[Na+].Cl.